Dataset: Clinical trial toxicity outcomes and FDA approval status for drugs. Task: Regression/Classification. Given a drug SMILES string, predict its toxicity properties. Task type varies by dataset: regression for continuous values (e.g., LD50, hERG inhibition percentage) or binary classification for toxic/non-toxic outcomes (e.g., AMES mutagenicity, cardiotoxicity, hepatotoxicity). Dataset: clintox. The compound is CC(C)(C)[NH2+]CC(O)c1cc(O)cc(O)c1. The result is 0 (passed clinical trial).